This data is from Peptide-MHC class I binding affinity with 185,985 pairs from IEDB/IMGT. The task is: Regression. Given a peptide amino acid sequence and an MHC pseudo amino acid sequence, predict their binding affinity value. This is MHC class I binding data. (1) The peptide sequence is YCNYSRYWYL. The MHC is HLA-A23:01 with pseudo-sequence HLA-A23:01. The binding affinity (normalized) is 0.348. (2) The peptide sequence is QLKQRDALF. The MHC is HLA-B08:01 with pseudo-sequence HLA-B08:01. The binding affinity (normalized) is 0.546. (3) The peptide sequence is ISESRFQSL. The MHC is HLA-B08:01 with pseudo-sequence HLA-B08:01. The binding affinity (normalized) is 0.660. (4) The peptide sequence is YLLEMLWRL. The MHC is HLA-A01:01 with pseudo-sequence HLA-A01:01. The binding affinity (normalized) is 0. (5) The peptide sequence is VVDALRNIY. The MHC is HLA-A25:01 with pseudo-sequence HLA-A25:01. The binding affinity (normalized) is 0.0847.